This data is from Catalyst prediction with 721,799 reactions and 888 catalyst types from USPTO. The task is: Predict which catalyst facilitates the given reaction. (1) Reactant: FC(F)(F)C(O)=O.[CH3:8][C@@H:9]([NH2:16])[CH2:10][N:11]1[CH:15]=[CH:14][CH:13]=[N:12]1.[F:17][C:18]1[CH:26]=[C:25]2[C:21]([C:22]([C:28]3[N:29]=[C:30]4[C:36]([C:37](O)=[O:38])=[CH:35][N:34]([CH2:40][O:41][CH2:42][CH2:43][Si:44]([CH3:47])([CH3:46])[CH3:45])[C:31]4=[N:32][CH:33]=3)=[N:23][N:24]2[CH3:27])=[CH:20][CH:19]=1.F[B-](F)(F)F.N1(OC(N(C)C)=[N+](C)C)C2C=CC=CC=2N=N1.C(N(CC)C(C)C)(C)C. Product: [CH3:8][C@@H:9]([NH:16][C:37]([C:36]1[C:30]2[C:31](=[N:32][CH:33]=[C:28]([C:22]3[C:21]4[C:25](=[CH:26][C:18]([F:17])=[CH:19][CH:20]=4)[N:24]([CH3:27])[N:23]=3)[N:29]=2)[N:34]([CH2:40][O:41][CH2:42][CH2:43][Si:44]([CH3:47])([CH3:46])[CH3:45])[CH:35]=1)=[O:38])[CH2:10][N:11]1[CH:15]=[CH:14][CH:13]=[N:12]1. The catalyst class is: 647. (2) Reactant: [CH3:1][O:2][C:3](=[O:22])[C:4]([NH:11][C:12]([O:14][CH2:15][C:16]1[CH:21]=[CH:20][CH:19]=[CH:18][CH:17]=1)=[O:13])=[CH:5][CH2:6][C:7]([F:10])([F:9])[F:8]. Product: [CH3:1][O:2][C:3](=[O:22])[C@@H:4]([NH:11][C:12]([O:14][CH2:15][C:16]1[CH:17]=[CH:18][CH:19]=[CH:20][CH:21]=1)=[O:13])[CH2:5][CH2:6][C:7]([F:10])([F:9])[F:8]. The catalyst class is: 8. (3) Reactant: [F:1][C:2]1[C:7]([NH:8][CH2:9][C:10]2[CH:15]=[CH:14][CH:13]=[C:12]([C:16]3[CH:21]=[CH:20][CH:19]=[C:18]([F:22])[CH:17]=3)[CH:11]=2)=[C:6]([F:23])[CH:5]=[CH:4][C:3]=1[OH:24].C([O-])([O-])=O.[Cs+].[Cs+].Br[CH2:32][C:33]([O:35][CH2:36][CH3:37])=[O:34]. Product: [F:1][C:2]1[C:7]([NH:8][CH2:9][C:10]2[CH:15]=[CH:14][CH:13]=[C:12]([C:16]3[CH:21]=[CH:20][CH:19]=[C:18]([F:22])[CH:17]=3)[CH:11]=2)=[C:6]([F:23])[CH:5]=[CH:4][C:3]=1[O:24][CH2:32][C:33]([O:35][CH2:36][CH3:37])=[O:34]. The catalyst class is: 21. (4) Reactant: [NH2:1][C:2]1[CH:6]=[CH:5][NH:4][C:3]=1[C:7]([O:9][CH2:10][CH3:11])=[O:8].[C:12]([Si:16]([CH3:36])([CH3:35])[O:17][C:18]1[CH:34]=[CH:33][C:21]2[NH:22][C:23]([S:25][C:26]3[O:30][C:29]([CH:31]=O)=[CH:28][CH:27]=3)=[N:24][C:20]=2[CH:19]=1)([CH3:15])([CH3:14])[CH3:13].[C:37]1(=O)[CH2:42][CH2:41][CH2:40][C:39](=[O:43])[CH2:38]1. Product: [CH2:10]([O:9][C:7]([C:3]1[NH:4][CH:5]=[C:6]2[CH:31]([C:29]3[O:30][C:26]([S:25][C:23]4[NH:22][C:21]5[CH:33]=[CH:34][C:18]([O:17][Si:16]([C:12]([CH3:15])([CH3:14])[CH3:13])([CH3:35])[CH3:36])=[CH:19][C:20]=5[N:24]=4)=[CH:27][CH:28]=3)[C:38]3[C:39](=[O:43])[CH2:40][CH2:41][CH2:42][C:37]=3[NH:1][C:2]=12)=[O:8])[CH3:11]. The catalyst class is: 51.